This data is from Catalyst prediction with 721,799 reactions and 888 catalyst types from USPTO. The task is: Predict which catalyst facilitates the given reaction. (1) Reactant: [CH2:1]([C:8]1[C:20](=[O:21])[N:19]([CH:22]2[CH2:26][CH2:25][CH2:24][CH2:23]2)[C:11]2[N:12]=[C:13](S(C)=O)[N:14]=[CH:15][C:10]=2[CH:9]=1)[C:2]1[CH:7]=[CH:6][CH:5]=[CH:4][CH:3]=1.[NH2:27][CH2:28][CH2:29][C:30]([OH:32])=[O:31].C(N(C(C)C)CC)(C)C. Product: [CH2:1]([C:8]1[C:20](=[O:21])[N:19]([CH:22]2[CH2:26][CH2:25][CH2:24][CH2:23]2)[C:11]2[N:12]=[C:13]([NH:27][CH2:28][CH2:29][C:30]([OH:32])=[O:31])[N:14]=[CH:15][C:10]=2[CH:9]=1)[C:2]1[CH:7]=[CH:6][CH:5]=[CH:4][CH:3]=1. The catalyst class is: 10. (2) Reactant: [OH:1][C:2]1[C:9]([O:10][CH3:11])=[CH:8][C:7]([O:12][CH3:13])=[CH:6][C:3]=1[CH:4]=[O:5].C([O-])([O-])=O.[K+].[K+].[CH2:20]([O:22][CH:23]([O:26][CH2:27][CH3:28])[CH2:24]Br)[CH3:21]. Product: [CH2:20]([O:22][CH:23]([O:26][CH2:27][CH3:28])[CH2:24][O:1][C:2]1[C:9]([O:10][CH3:11])=[CH:8][C:7]([O:12][CH3:13])=[CH:6][C:3]=1[CH:4]=[O:5])[CH3:21]. The catalyst class is: 3. (3) Reactant: [CH3:1][C:2]([C:4]1[CH:9]=[C:8]([N+:10]([O-:12])=[O:11])[CH:7]=[CH:6][C:5]=1F)=O.C(N(CC)CC)C.Cl.Cl.[CH2:23]([NH:30][NH2:31])[C:24]1[CH:29]=[CH:28][CH:27]=[CH:26][CH:25]=1. Product: [CH2:23]([N:30]1[C:5]2[C:4](=[CH:9][C:8]([N+:10]([O-:12])=[O:11])=[CH:7][CH:6]=2)[C:2]([CH3:1])=[N:31]1)[C:24]1[CH:29]=[CH:28][CH:27]=[CH:26][CH:25]=1. The catalyst class is: 8. (4) Reactant: [CH3:1][C:2]1([CH3:12])[CH:7]=[C:6]([CH3:8])[CH2:5][CH2:4][CH:3]1[C:9](=O)[CH3:10].N1C=CC=CC=1.Cl.[CH3:20][O:21][NH2:22]. Product: [CH3:20][O:21][N:22]=[C:9]([CH:3]1[CH2:4][CH2:5][C:6]([CH3:8])=[CH:7][C:2]1([CH3:12])[CH3:1])[CH3:10]. The catalyst class is: 5. (5) Reactant: [NH:1]1[C:9]2[C:4](=[CH:5][CH:6]=[CH:7][CH:8]=2)[CH:3]=[C:2]1[C:10]([OH:12])=O.C(=O)([O-])[O-].[K+].[K+].[C:19]([O:22][CH2:23][CH2:24]Br)(=[O:21])[CH3:20].[NH2:26][C:27]1[CH:28]=[CH:29][C:30]([O:35][CH2:36][C:37]([CH3:40])([CH3:39])[CH3:38])=[C:31]([CH:34]=1)[C:32]#[N:33].P(C#N)(OCC)(OCC)=O.Cl. Product: [C:19]([O:22][CH2:23][CH2:24][N:1]1[C:9]2[C:4](=[CH:5][CH:6]=[CH:7][CH:8]=2)[CH:3]=[C:2]1[C:10](=[O:12])[NH:26][C:27]1[CH:28]=[CH:29][C:30]([O:35][CH2:36][C:37]([CH3:38])([CH3:39])[CH3:40])=[C:31]([C:32]#[N:33])[CH:34]=1)(=[O:21])[CH3:20]. The catalyst class is: 289. (6) Reactant: [N+:1]([C:4]1[CH:9]=[CH:8][N+:7]([O-])=[CH:6][C:5]=1[N:11]1[CH2:16][CH2:15][N:14]([CH:17]2[CH2:20][O:19][CH2:18]2)[CH2:13][CH2:12]1)([O-])=O.CCOC(C)=O. Product: [O:19]1[CH2:20][CH:17]([N:14]2[CH2:13][CH2:12][N:11]([C:5]3[CH:6]=[N:7][CH:8]=[CH:9][C:4]=3[NH2:1])[CH2:16][CH2:15]2)[CH2:18]1. The catalyst class is: 94.